Task: Predict the reaction yield, written as a fraction of the theoretical maximum amount of product (1.0 means a 100% yield; for example, 0.34 means a 34% yield).. Dataset: Reaction yield outcomes from USPTO patents with 853,638 reactions (1) The reactants are [C:1]([O:5][C:6]([N:8]1[CH2:13][CH2:12][N:11]2[C:14]([CH2:19][CH3:20])=[N:15][C:16]([CH:17]=[O:18])=[C:10]2[CH:9]1[CH2:21][CH2:22][C:23]1[CH:28]=[CH:27][C:26]([C:29]([F:32])([F:31])[F:30])=[CH:25][CH:24]=1)=[O:7])([CH3:4])([CH3:3])[CH3:2].CC(C[AlH]CC(C)C)C.C1COCC1. The catalyst is C1(C)C=CC=CC=1. The product is [C:1]([O:5][C:6]([N:8]1[CH2:13][CH2:12][N:11]2[C:14]([CH2:19][CH3:20])=[N:15][C:16]([CH2:17][OH:18])=[C:10]2[CH:9]1[CH2:21][CH2:22][C:23]1[CH:24]=[CH:25][C:26]([C:29]([F:30])([F:32])[F:31])=[CH:27][CH:28]=1)=[O:7])([CH3:2])([CH3:3])[CH3:4]. The yield is 0.800. (2) The reactants are Br[C:2]1[CH:7]=[CH:6][C:5]([S:8]([CH2:11][CH2:12][N:13]([CH3:15])[CH3:14])(=[O:10])=[O:9])=[CH:4][CH:3]=1.B1(B2OC(C)(C)C(C)(C)O2)OC(C)(C)C(C)(C)O1.[C:34]([O-:37])(=O)[CH3:35].[K+].C(Cl)Cl.[NH2:42][C:43]1[C:44]([C:50]2[O:54][C:53]([C:55]3[CH:60]=CC(CC([O-])=O)=[CH:57][CH:56]=3)=[N:52][N:51]=2)=[N:45][C:46](Br)=[CH:47][N:48]=1.C([O-])([O-])=O.[Na+].[Na+]. The catalyst is O1CCOCC1.CN(C=O)C.Cl[Pd](Cl)([P](C1C=CC=CC=1)(C1C=CC=CC=1)C1C=CC=CC=1)[P](C1C=CC=CC=1)(C1C=CC=CC=1)C1C=CC=CC=1. The product is [NH2:42][C:43]1[C:44]([C:50]2[O:54][C:53]([C:55]3[CH:60]=[CH:35][C:34]([OH:37])=[CH:57][CH:56]=3)=[N:52][N:51]=2)=[N:45][C:46]([C:2]2[CH:7]=[CH:6][C:5]([S:8]([CH2:11][CH2:12][N:13]([CH3:15])[CH3:14])(=[O:10])=[O:9])=[CH:4][CH:3]=2)=[CH:47][N:48]=1. The yield is 0.150.